This data is from Reaction yield outcomes from USPTO patents with 853,638 reactions. The task is: Predict the reaction yield, written as a fraction of the theoretical maximum amount of product (1.0 means a 100% yield; for example, 0.34 means a 34% yield). (1) The reactants are [CH3:1][N:2]([CH3:8])[CH:3]1[CH2:7][CH2:6][NH:5][CH2:4]1.Cl[C:10]1[N:11]=[CH:12][C:13]([C:16]([NH:18][C:19]2[NH:20][N:21]=[C:22]([CH2:24][CH2:25][C:26]3[CH:31]=[C:30]([O:32][CH3:33])[CH:29]=[C:28]([O:34][CH3:35])[CH:27]=3)[CH:23]=2)=[O:17])=[N:14][CH:15]=1. The catalyst is CS(C)=O.CO. The product is [CH3:33][O:32][C:30]1[CH:31]=[C:26]([CH2:25][CH2:24][C:22]2[CH:23]=[C:19]([NH:18][C:16]([C:13]3[CH:12]=[N:11][C:10]([N:5]4[CH2:6][CH2:7][CH:3]([N:2]([CH3:8])[CH3:1])[CH2:4]4)=[CH:15][N:14]=3)=[O:17])[NH:20][N:21]=2)[CH:27]=[C:28]([O:34][CH3:35])[CH:29]=1. The yield is 0.800. (2) The reactants are [C:1]([C:5]1[CH:6]=[CH:7][C:8]2[O:13][CH2:12][C:11](=[O:14])[N:10]([CH2:15][CH2:16][CH2:17]Cl)[C:9]=2[CH:19]=1)([CH3:4])([CH3:3])[CH3:2].C([O-])([O-])=O.[K+].[K+].[Na+].[I-].[CH2:28]([CH:32]1[CH2:37][CH2:36][NH:35][CH2:34][CH2:33]1)[CH2:29][CH2:30][CH3:31]. The catalyst is CCCCCCC.CCOC(C)=O. The product is [C:1]([C:5]1[CH:6]=[CH:7][C:8]2[O:13][CH2:12][C:11](=[O:14])[N:10]([CH2:15][CH2:16][CH2:17][N:35]3[CH2:36][CH2:37][CH:32]([CH2:28][CH2:29][CH2:30][CH3:31])[CH2:33][CH2:34]3)[C:9]=2[CH:19]=1)([CH3:4])([CH3:3])[CH3:2]. The yield is 0.870. (3) The reactants are [NH2:1][C:2]1[C:3]([NH:21][CH3:22])=[N:4][C:5]([NH:8][C:9]2[CH:14]=[CH:13][C:12]([N:15]3[CH2:20][CH2:19][O:18][CH2:17][CH2:16]3)=[CH:11][CH:10]=2)=[N:6][CH:7]=1.[Cl:23][C:24]1[CH:25]=[N:26][CH:27]=[C:28]([Cl:37])[C:29]=1[C:30](=O)[C:31]([O:33]CC)=O.CC(O)=O. The catalyst is COCCO. The product is [Cl:37][C:28]1[CH:27]=[N:26][CH:25]=[C:24]([Cl:23])[C:29]=1[C:30]1[C:31](=[O:33])[N:21]([CH3:22])[C:3]2[N:4]=[C:5]([NH:8][C:9]3[CH:14]=[CH:13][C:12]([N:15]4[CH2:20][CH2:19][O:18][CH2:17][CH2:16]4)=[CH:11][CH:10]=3)[N:6]=[CH:7][C:2]=2[N:1]=1. The yield is 0.180. (4) The reactants are [CH3:1][C:2]1[CH:7]=[CH:6][N:5]=[CH:4][C:3]=1[N:8]1[CH2:12][CH2:11][NH:10][C:9]1=[O:13].Br[C:15]1[CH:16]=[C:17]2[C:21](=[CH:22][CH:23]=1)[CH2:20][CH2:19][CH2:18]2.N[C@@H]1CCCC[C@H]1N.P([O-])([O-])([O-])=O.[K+].[K+].[K+]. The catalyst is [Cu](I)I.O1CCOCC1. The product is [CH2:20]1[C:21]2[C:17](=[CH:16][C:15]([N:10]3[CH2:11][CH2:12][N:8]([C:3]4[CH:4]=[N:5][CH:6]=[CH:7][C:2]=4[CH3:1])[C:9]3=[O:13])=[CH:23][CH:22]=2)[CH2:18][CH2:19]1. The yield is 0.200.